Dataset: Forward reaction prediction with 1.9M reactions from USPTO patents (1976-2016). Task: Predict the product of the given reaction. (1) The product is: [Cl:19][C:2]1[N:7]=[N:6][C:5]2[C:8]3[CH:16]=[CH:15][CH:14]=[CH:13][C:9]=3[CH2:10][CH2:11][CH2:12][C:4]=2[CH:3]=1. Given the reactants O=[C:2]1[NH:7][N:6]=[C:5]2[C:8]3[CH:16]=[CH:15][CH:14]=[CH:13][C:9]=3[CH2:10][CH2:11][CH2:12][C:4]2=[CH:3]1.O=P(Cl)(Cl)[Cl:19], predict the reaction product. (2) Given the reactants C(OC1[CH:10]=[CH:11][C:12](OC(C)COC)=[C:13]([CH:18]=1)C(OC)=O)[C:12]1[CH:13]=[CH:18]C=[CH:10][CH:11]=1.[OH:25][C:26]1[CH:27]=[C:28]([CH:33]=[C:34]([O:36][C:37]2[CH:42]=[CH:41][C:40]([S:43]([CH3:46])(=[O:45])=[O:44])=[CH:39][CH:38]=2)[CH:35]=1)[C:29]([O:31][CH3:32])=[O:30].C1(O)CCCC1, predict the reaction product. The product is: [CH:10]1([O:25][C:26]2[CH:27]=[C:28]([CH:33]=[C:34]([O:36][C:37]3[CH:42]=[CH:41][C:40]([S:43]([CH3:46])(=[O:45])=[O:44])=[CH:39][CH:38]=3)[CH:35]=2)[C:29]([O:31][CH3:32])=[O:30])[CH2:11][CH2:12][CH2:13][CH2:18]1. (3) Given the reactants F[C:2]1[CH:7]=[CH:6][C:5]([N+:8]([O-:10])=[O:9])=[CH:4][C:3]=1[CH2:11][OH:12].C(N(C(C)C)CC)(C)C.[CH3:22][N:23]1[CH2:29][CH2:28][CH2:27][NH:26][CH2:25][CH2:24]1, predict the reaction product. The product is: [CH3:22][N:23]1[CH2:29][CH2:28][CH2:27][N:26]([C:2]2[CH:7]=[CH:6][C:5]([N+:8]([O-:10])=[O:9])=[CH:4][C:3]=2[CH2:11][OH:12])[CH2:25][CH2:24]1. (4) The product is: [Cl:2][C:3]1[CH:8]=[CH:7][C:6]([NH:9][C:10]([NH2:1])=[S:11])=[CH:5][C:4]=1[C:12]([F:15])([F:13])[F:14]. Given the reactants [NH3:1].[Cl:2][C:3]1[CH:8]=[CH:7][C:6]([N:9]=[C:10]=[S:11])=[CH:5][C:4]=1[C:12]([F:15])([F:14])[F:13], predict the reaction product. (5) Given the reactants [C:1]1([C:11]([N:13]2[CH2:18][CH2:17][N:16]([CH2:19][CH2:20][C:21]3[CH:26]=[CH:25][C:24]([OH:27])=[CH:23][CH:22]=3)[CH2:15][CH2:14]2)=[O:12])[C:10]2[C:5](=[CH:6][CH:7]=[CH:8][CH:9]=2)[CH:4]=[CH:3][CH:2]=1.Br[CH2:29][CH2:30][Cl:31], predict the reaction product. The product is: [Cl:31][CH2:30][CH2:29][O:27][C:24]1[CH:25]=[CH:26][C:21]([CH2:20][CH2:19][N:16]2[CH2:17][CH2:18][N:13]([C:11]([C:1]3[C:10]4[C:5](=[CH:6][CH:7]=[CH:8][CH:9]=4)[CH:4]=[CH:3][CH:2]=3)=[O:12])[CH2:14][CH2:15]2)=[CH:22][CH:23]=1. (6) Given the reactants Cl[CH2:2][C:3]1[CH:8]=[C:7]([C:9]([NH:11][C:12]2[S:13][C:14]([C:22]3[CH:27]=[CH:26][N:25]=[CH:24][CH:23]=3)=[C:15]([C:17]3[O:18][CH:19]=[CH:20][CH:21]=3)[N:16]=2)=[O:10])[CH:6]=[CH:5][N:4]=1.[NH:28]1[CH:32]=[CH:31][N:30]=[CH:29]1.O, predict the reaction product. The product is: [O:18]1[CH:19]=[CH:20][CH:21]=[C:17]1[C:15]1[N:16]=[C:12]([NH:11][C:9]([C:7]2[CH:6]=[CH:5][N:4]=[C:3]([CH2:2][N:28]3[CH:32]=[CH:31][N:30]=[CH:29]3)[CH:8]=2)=[O:10])[S:13][C:14]=1[C:22]1[CH:27]=[CH:26][N:25]=[CH:24][CH:23]=1. (7) Given the reactants [CH3:1][C:2]1[CH:7]=[CH:6][N:5]=[CH:4][C:3]=1[N:8]1[CH2:12][CH2:11][NH:10][C:9]1=[O:13].Br[C:15]1[S:19][C:18]2[CH:20]=[CH:21][CH:22]=[CH:23][C:17]=2[CH:16]=1.N[C@@H]1CCCC[C@H]1N.C(=O)([O-])[O-].[K+].[K+], predict the reaction product. The product is: [S:19]1[C:15]([N:10]2[CH2:11][CH2:12][N:8]([C:3]3[CH:4]=[N:5][CH:6]=[CH:7][C:2]=3[CH3:1])[C:9]2=[O:13])=[CH:16][C:17]2[CH:23]=[CH:22][CH:21]=[CH:20][C:18]1=2.